From a dataset of Full USPTO retrosynthesis dataset with 1.9M reactions from patents (1976-2016). Predict the reactants needed to synthesize the given product. (1) Given the product [C:1]([O:5][C:6]([N:8]1[C:13]2[CH:14]=[C:15]([Cl:21])[C:16]([N:18]([CH3:19])[CH3:20])=[CH:17][C:12]=2[O:11][CH:10]([C:22](=[O:23])[NH:25][CH2:26][C:27]2([OH:41])[CH2:28][CH2:29][N:30]([CH2:33][C:34]3[CH:39]=[CH:38][C:37]([F:40])=[CH:36][CH:35]=3)[CH2:31][CH2:32]2)[CH2:9]1)=[O:7])([CH3:4])([CH3:2])[CH3:3], predict the reactants needed to synthesize it. The reactants are: [C:1]([O:5][C:6]([N:8]1[C:13]2[CH:14]=[C:15]([Cl:21])[C:16]([N:18]([CH3:20])[CH3:19])=[CH:17][C:12]=2[O:11][CH:10]([C:22](O)=[O:23])[CH2:9]1)=[O:7])([CH3:4])([CH3:3])[CH3:2].[NH2:25][CH2:26][C:27]1([OH:41])[CH2:32][CH2:31][N:30]([CH2:33][C:34]2[CH:39]=[CH:38][C:37]([F:40])=[CH:36][CH:35]=2)[CH2:29][CH2:28]1.CCN=C=NCCCN(C)C.C1C=CC2N(O)N=NC=2C=1.CCN(C(C)C)C(C)C. (2) Given the product [Cl:1][C:2]1[CH:3]=[CH:4][C:5]([C@@:8]([NH:24][C:25](=[O:37])[C:26]2[CH:31]=[CH:30][C:29]([F:32])=[C:28]([C:33]([F:34])([F:36])[F:35])[CH:27]=2)([C:16]2[CH:17]=[C:18]([F:23])[CH:19]=[C:20]([O:22][CH2:45][CH3:48])[CH:21]=2)[CH2:9][C:10]2[CH:15]=[CH:14][CH:13]=[CH:12][CH:11]=2)=[N:6][CH:7]=1, predict the reactants needed to synthesize it. The reactants are: [Cl:1][C:2]1[CH:3]=[CH:4][C:5]([C@@:8]([NH:24][C:25](=[O:37])[C:26]2[CH:31]=[CH:30][C:29]([F:32])=[C:28]([C:33]([F:36])([F:35])[F:34])[CH:27]=2)([C:16]2[CH:21]=[C:20]([OH:22])[CH:19]=[C:18]([F:23])[CH:17]=2)[CH2:9][C:10]2[CH:15]=[CH:14][CH:13]=[CH:12][CH:11]=2)=[N:6][CH:7]=1.C([O-])([O-])=O.[Cs+].[Cs+].I[C:45]([C:48](OCC)=O)(F)F.C([O-])(O)=O.[Na+]. (3) The reactants are: Cl[C:2]1[N:7]=[C:6]([NH:8][CH2:9][C:10]2[CH:15]=[CH:14][C:13]([O:16][CH3:17])=[C:12]([O:18][CH3:19])[CH:11]=2)[N:5]2[N:20]=[C:21]([C:23]3[O:24][CH:25]=[CH:26][CH:27]=3)[N:22]=[C:4]2[CH:3]=1.[C:28]1(OB(O)O)[CH:33]=[CH:32][CH:31]=[CH:30][CH:29]=1.C(=O)([O-])[O-].[Na+].[Na+].CCCCCC. Given the product [CH3:19][O:18][C:12]1[CH:11]=[C:10]([CH:15]=[CH:14][C:13]=1[O:16][CH3:17])[CH2:9][NH:8][C:6]1[N:5]2[N:20]=[C:21]([C:23]3[O:24][CH:25]=[CH:26][CH:27]=3)[N:22]=[C:4]2[CH:3]=[C:2]([C:28]2[CH:33]=[CH:32][CH:31]=[CH:30][CH:29]=2)[N:7]=1, predict the reactants needed to synthesize it. (4) Given the product [CH3:23][N:7]([CH2:8][CH2:9][C:10]1[CH:14]=[CH:13][N:12]([C:15]2[CH:20]=[CH:19][C:18]([F:21])=[CH:17][N:16]=2)[N:11]=1)[C:6](=[O:22])[O:5][C:1]([CH3:4])([CH3:2])[CH3:3], predict the reactants needed to synthesize it. The reactants are: [C:1]([O:5][C:6](=[O:22])[NH:7][CH2:8][CH2:9][C:10]1[CH:14]=[CH:13][N:12]([C:15]2[CH:20]=[CH:19][C:18]([F:21])=[CH:17][N:16]=2)[N:11]=1)([CH3:4])([CH3:3])[CH3:2].[CH3:23]I.